Dataset: Reaction yield outcomes from USPTO patents with 853,638 reactions. Task: Predict the reaction yield, written as a fraction of the theoretical maximum amount of product (1.0 means a 100% yield; for example, 0.34 means a 34% yield). (1) The reactants are [Si:1]([O:8][C@H:9]1[CH2:14][CH2:13][C@H:12]([N:15]2[C:20](=[O:21])[C:19]([CH2:22][C:23]3[CH:28]=[CH:27][C:26]([C:29]4[C:30]([C:35]#[N:36])=[CH:31][CH:32]=[CH:33][CH:34]=4)=[CH:25][CH:24]=3)=[C:18]([CH2:37][CH2:38][CH3:39])[N:17]3[N:40]=[CH:41][CH:42]=[C:16]23)[CH2:11][CH2:10]1)([C:4]([CH3:7])([CH3:6])[CH3:5])([CH3:3])[CH3:2].[F:43][B-](F)(F)F.F[B-](F)(F)F.ClC[N+]12CC[N+](F)(CC1)CC2.C(OCC)(=O)C.C(=O)([O-])O.[Na+]. The catalyst is C(#N)C. The product is [Si:1]([O:8][C@H:9]1[CH2:10][CH2:11][C@H:12]([N:15]2[C:20](=[O:21])[C:19]([CH2:22][C:23]3[CH:24]=[CH:25][C:26]([C:29]4[C:30]([C:35]#[N:36])=[CH:31][CH:32]=[CH:33][CH:34]=4)=[CH:27][CH:28]=3)=[C:18]([CH2:37][CH2:38][CH3:39])[N:17]3[N:40]=[CH:41][C:42]([F:43])=[C:16]23)[CH2:13][CH2:14]1)([C:4]([CH3:5])([CH3:6])[CH3:7])([CH3:3])[CH3:2]. The yield is 0.130. (2) The product is [Cl:1][C:2]1[CH:3]=[C:4]2[C:8](=[CH:9][CH:10]=1)[N:7]([C:11]1[N:15]([CH3:16])[N:14]=[C:13]([CH3:17])[C:12]=1/[CH:18]=[CH:19]/[C:20](=[O:24])[C:21]([O:23][CH2:26][CH3:27])=[O:22])[CH:6]=[CH:5]2. No catalyst specified. The yield is 0.680. The reactants are [Cl:1][C:2]1[CH:3]=[C:4]2[C:8](=[CH:9][CH:10]=1)[N:7]([C:11]1[N:15]([CH3:16])[N:14]=[C:13]([CH3:17])[C:12]=1/[CH:18]=[CH:19]/[C:20](=[O:24])[C:21]([OH:23])=[O:22])[CH:6]=[CH:5]2.Cl.[CH2:26](O)[CH3:27]. (3) The yield is 1.00. The product is [CH2-:1][C:2]([CH3:4])=[O:3].[CH2-:5][C:6]([CH3:8])=[O:7].[C:9]([CH2:12][C:14]([C@H:16]([C@@H:18]([C@@H:20]([CH2:30][OH:31])[OH:21])[OH:19])[OH:17])=[O:15])([OH:11])=[O:10]. The reactants are [CH2-:1][C:2]([CH3:4])=[O:3].[CH2-:5][C:6]([CH3:8])=[O:7].[C:9]([C:12]([C@H:14]([C@@H:16]([C@@H:18]([CH2:20][OH:21])[OH:19])[OH:17])[OH:15])=O)([OH:11])=[O:10].[Si](C=[N+]=[N-])(C)(C)C.C[CH2:30][O:31]CC. The catalyst is CO. (4) The reactants are [CH2:1]([O:4][C:5]1[CH:6]([O:22][Si](C(C)(C)C)(C)C)[N:7]([C:12]2[CH:17]=[C:16]([C:18]([F:21])([F:20])[F:19])[CH:15]=[CH:14][N:13]=2)[C:8](=[O:11])[C:9]=1[CH3:10])C=C.[F-].C([N+](CCCC)(CCCC)CCCC)CCC.ClCCl.O. The catalyst is C1COCC1. The product is [OH:11][CH:8]1[C:9]([CH3:10])=[C:5]([O:4][CH3:1])[C:6](=[O:22])[N:7]1[C:12]1[CH:17]=[C:16]([C:18]([F:21])([F:19])[F:20])[CH:15]=[CH:14][N:13]=1. The yield is 0.960.